From a dataset of Catalyst prediction with 721,799 reactions and 888 catalyst types from USPTO. Predict which catalyst facilitates the given reaction. (1) Reactant: [Cl:1][C:2]1[CH:23]=[CH:22][C:5]([O:6][C:7]2[CH:12]=[CH:11][C:10]([C:13]3[N:18]=[C:17]([C:19](O)=[O:20])[CH:16]=[CH:15][N:14]=3)=[CH:9][CH:8]=2)=[C:4]([F:24])[CH:3]=1.ClC1C=CC(OC2C=CC(C3N=C(C)C=C[N:38]=3)=CC=2)=C(F)C=1.[Se](=O)=O. Product: [Cl:1][C:2]1[CH:23]=[CH:22][C:5]([O:6][C:7]2[CH:8]=[CH:9][C:10]([C:13]3[N:18]=[C:17]([C:19]([NH2:38])=[O:20])[CH:16]=[CH:15][N:14]=3)=[CH:11][CH:12]=2)=[C:4]([F:24])[CH:3]=1. The catalyst class is: 17. (2) Reactant: CC1C=CC(S(N[C@H]([C@@H](N)C2C=CC=CC=2)C2C=CC=CC=2)(=O)=O)=CC=1.C(O)=O.C(N(CC)CC)C.[C:37]([O:41][C:42](=[O:56])[CH2:43][O:44][C:45]1[C:54]2[CH2:53][CH2:52][CH2:51][C:50](=[O:55])[C:49]=2[CH:48]=[CH:47][CH:46]=1)([CH3:40])([CH3:39])[CH3:38]. Product: [C:37]([O:41][C:42](=[O:56])[CH2:43][O:44][C:45]1[C:54]2[CH2:53][CH2:52][CH2:51][C@H:50]([OH:55])[C:49]=2[CH:48]=[CH:47][CH:46]=1)([CH3:40])([CH3:38])[CH3:39]. The catalyst class is: 6. (3) Reactant: [CH:1]1([CH2:4][O:5][C:6]2[C:11]([F:12])=[CH:10][C:9]([C:13]3[O:14][C:15]4[CH:21]=[C:20]([OH:22])[CH:19]=[CH:18][C:16]=4[N:17]=3)=[CH:8][C:7]=2[F:23])[CH2:3][CH2:2]1.O[CH2:25][C@@H:26]([NH:28][C:29](=[O:35])[O:30][C:31]([CH3:34])([CH3:33])[CH3:32])[CH3:27].C1(P(C2C=CC=CC=2)C2C=CC=CC=2)C=CC=CC=1.C1(C)C=CC=CC=1.N(C(OC(C)C)=O)=NC(OC(C)C)=O. Product: [CH:1]1([CH2:4][O:5][C:6]2[C:11]([F:12])=[CH:10][C:9]([C:13]3[O:14][C:15]4[CH:21]=[C:20]([O:22][CH2:27][C@@H:26]([NH:28][C:29](=[O:35])[O:30][C:31]([CH3:32])([CH3:34])[CH3:33])[CH3:25])[CH:19]=[CH:18][C:16]=4[N:17]=3)=[CH:8][C:7]=2[F:23])[CH2:2][CH2:3]1. The catalyst class is: 1. (4) Reactant: [CH3:1][S:2]([C:5]1[CH:10]=[CH:9][C:8]([C:11]2[C:12]([O:22][C:23]3[CH:28]=[CH:27][C:26]([O:29][CH2:30][CH2:31][N:32]4[CH2:37][CH2:36][CH2:35][CH2:34][CH2:33]4)=[CH:25][CH:24]=3)=[C:13]3[C:18](=[CH:19][CH:20]=2)[CH:17]=[C:16]([OH:21])[CH:15]=[CH:14]3)=[CH:7][CH:6]=1)(=[O:4])=[O:3].[CH2:38]([O:42][C:43](Cl)=[O:44])[CH:39]([CH3:41])[CH3:40].CCOCC. Product: [CH3:1][S:2]([C:5]1[CH:6]=[CH:7][C:8]([C:11]2[C:12]([O:22][C:23]3[CH:28]=[CH:27][C:26]([O:29][CH2:30][CH2:31][N:32]4[CH2:37][CH2:36][CH2:35][CH2:34][CH2:33]4)=[CH:25][CH:24]=3)=[C:13]3[C:18](=[CH:19][CH:20]=2)[CH:17]=[C:16]([O:21][C:43](=[O:44])[O:42][CH2:38][CH:39]([CH3:41])[CH3:40])[CH:15]=[CH:14]3)=[CH:9][CH:10]=1)(=[O:4])=[O:3]. The catalyst class is: 4.